From a dataset of Forward reaction prediction with 1.9M reactions from USPTO patents (1976-2016). Predict the product of the given reaction. Given the reactants Cl.Cl.[NH:3]1[C:11]2[C:6](=[CH:7][C:8]([C:12]3[C:20]4[C:15](=[N:16][CH:17]=[N:18][C:19]=4[NH2:21])[N:14]([CH3:22])[N:13]=3)=[CH:9][CH:10]=2)[CH2:5][CH2:4]1.[CH3:23][C:24]1[CH:25]=[C:26]([CH2:31][C:32](O)=[O:33])[CH:27]=[C:28]([CH3:30])[CH:29]=1.CN(C(ON1N=NC2C=CC=NC1=2)=[N+](C)C)C.F[P-](F)(F)(F)(F)F.CCN(C(C)C)C(C)C, predict the reaction product. The product is: [CH3:23][C:24]1[CH:25]=[C:26]([CH2:31][C:32]([N:3]2[C:11]3[C:6](=[CH:7][C:8]([C:12]4[C:20]5[C:15](=[N:16][CH:17]=[N:18][C:19]=5[NH2:21])[N:14]([CH3:22])[N:13]=4)=[CH:9][CH:10]=3)[CH2:5][CH2:4]2)=[O:33])[CH:27]=[C:28]([CH3:30])[CH:29]=1.